From a dataset of Peptide-MHC class II binding affinity with 134,281 pairs from IEDB. Regression. Given a peptide amino acid sequence and an MHC pseudo amino acid sequence, predict their binding affinity value. This is MHC class II binding data. (1) The peptide sequence is KMIGGIGGFVKVRQYDQILI. The MHC is DRB1_1302 with pseudo-sequence DRB1_1302. The binding affinity (normalized) is 0.313. (2) The peptide sequence is LRTLVLAPTRVVLSE. The MHC is DRB1_1101 with pseudo-sequence DRB1_1101. The binding affinity (normalized) is 0.797.